This data is from Forward reaction prediction with 1.9M reactions from USPTO patents (1976-2016). The task is: Predict the product of the given reaction. (1) Given the reactants [Cl:1][C:2]1[CH:3]=[C:4]([C:9]2[O:13][C:12](/[CH:14]=[C:15](/[NH2:17])\[CH3:16])=[CH:11][CH:10]=2)[CH:5]=[CH:6][C:7]=1[Cl:8], predict the reaction product. The product is: [ClH:1].[Cl:1][C:2]1[CH:3]=[C:4]([C:9]2[O:13][C:12]([CH2:14][CH:15]([NH2:17])[CH3:16])=[CH:11][CH:10]=2)[CH:5]=[CH:6][C:7]=1[Cl:8]. (2) Given the reactants [Br:1][C:2]1[NH:6][C:5]([C:7]([O:9][CH3:10])=[O:8])=[CH:4][CH:3]=1.[H-].[Na+].Br[CH2:14][C:15]([C:17]1[CH:22]=[CH:21][C:20]([O:23][CH3:24])=[CH:19][CH:18]=1)=[O:16].[NH4+].[Cl-], predict the reaction product. The product is: [Br:1][C:2]1[N:6]([CH2:14][C:15]([C:17]2[CH:22]=[CH:21][C:20]([O:23][CH3:24])=[CH:19][CH:18]=2)=[O:16])[C:5]([C:7]([O:9][CH3:10])=[O:8])=[CH:4][CH:3]=1.